This data is from Forward reaction prediction with 1.9M reactions from USPTO patents (1976-2016). The task is: Predict the product of the given reaction. (1) Given the reactants [CH3:1][CH2:2][CH2:3][CH2:4][CH3:5].[C:6]([O:9][CH2:10][CH3:11])(=[O:8])[CH3:7], predict the reaction product. The product is: [CH3:1][CH2:2][CH2:3][CH2:4][CH3:5].[C:6]([O:9][CH2:10][CH3:11])(=[O:8])[CH3:7]. (2) The product is: [CH2:1]([C@@H:3]1[CH2:5][C@@H:4]1[CH2:6][C:12]([OH:13])=[O:15])[CH3:2]. Given the reactants [CH2:1]([C@@H:3]1[CH2:5][CH:4]1[C@H:6](O)C)[CH3:2].CN([CH:12]=[O:13])C.[Cr](O[Cr]([O-])(=O)=O)([O-])(=O)=[O:15].[NH+]1C=CC=CC=1.[NH+]1C=CC=CC=1, predict the reaction product. (3) The product is: [CH2:23]([C:9]1[C:10]([C:18]([O:20][CH2:21][CH3:22])=[O:19])=[CH:11][C:12]([C:13]([O:15][CH2:16][CH3:17])=[O:14])=[C:7]([CH:26]=[CH2:27])[N:8]=1)[CH2:24][CH3:25]. Given the reactants P(Cl)(Cl)(Cl)=O.O[C:7]1[C:12]([C:13]([O:15][CH2:16][CH3:17])=[O:14])=[CH:11][C:10]([C:18]([O:20][CH2:21][CH3:22])=[O:19])=[C:9]([CH2:23][CH2:24][CH3:25])[N:8]=1.[C:26](#N)[CH3:27], predict the reaction product. (4) Given the reactants IC.[C:3]1([C@@:9]2([CH2:21][NH:22][S:23]([C:26]3[CH:31]=[CH:30][CH:29]=[CH:28][CH:27]=3)(=[O:25])=[O:24])[CH2:11][C@H:10]2[CH2:12][O:13][CH2:14][C:15]2[CH:20]=[CH:19][CH:18]=[CH:17][CH:16]=2)[CH:8]=[CH:7][CH:6]=[CH:5][CH:4]=1.[C:32](=O)([O-])[O-].[K+].[K+], predict the reaction product. The product is: [CH3:32][N:22]([CH2:21][C@:9]1([C:3]2[CH:8]=[CH:7][CH:6]=[CH:5][CH:4]=2)[CH2:11][C@H:10]1[CH2:12][O:13][CH2:14][C:15]1[CH:16]=[CH:17][CH:18]=[CH:19][CH:20]=1)[S:23]([C:26]1[CH:31]=[CH:30][CH:29]=[CH:28][CH:27]=1)(=[O:25])=[O:24]. (5) Given the reactants [CH2:1]([S:8][C:9]1[CH:18]=[C:17]2[C:12]([C:13](Br)=[C:14]([Br:19])[N:15]=[N:16]2)=[CH:11][CH:10]=1)[C:2]1[CH:7]=[CH:6][CH:5]=[CH:4][CH:3]=1.[Cl:21][C:22]1[CH:27]=[C:26](B(O)O)[C:25]([O:31][CH3:32])=[CH:24][C:23]=1[C:33]1[CH:38]=[CH:37][CH:36]=[C:35]([F:39])[CH:34]=1.C(=O)([O-])[O-].[K+].[K+].O1CCOCC1, predict the reaction product. The product is: [CH2:1]([S:8][C:9]1[CH:18]=[C:17]2[C:12]([C:13]([C:26]3[C:25]([O:31][CH3:32])=[CH:24][C:23]([C:33]4[CH:38]=[CH:37][CH:36]=[C:35]([F:39])[CH:34]=4)=[C:22]([Cl:21])[CH:27]=3)=[C:14]([Br:19])[N:15]=[N:16]2)=[CH:11][CH:10]=1)[C:2]1[CH:7]=[CH:6][CH:5]=[CH:4][CH:3]=1. (6) Given the reactants Cl[C:2]1[N:11]=[C:10]2[C:5]([CH:6]=[CH:7][C:8](=[O:18])[N:9]2[CH2:12][CH:13]2[O:17][CH2:16][CH2:15][O:14]2)=[CH:4][CH:3]=1.[CH3:19][O-:20].[Na+].CO.O, predict the reaction product. The product is: [O:14]1[CH2:15][CH2:16][O:17][CH:13]1[CH2:12][N:9]1[C:10]2[C:5](=[CH:4][CH:3]=[C:2]([O:20][CH3:19])[N:11]=2)[CH:6]=[CH:7][C:8]1=[O:18].